From a dataset of Full USPTO retrosynthesis dataset with 1.9M reactions from patents (1976-2016). Predict the reactants needed to synthesize the given product. (1) The reactants are: [C:1]1([C:7]2[O:11][N:10]=[C:9]([C:12]3[CH:13]=[C:14]([CH:19]=[CH:20][CH:21]=3)[C:15]([O:17]C)=[O:16])[CH:8]=2)[CH:6]=[CH:5][CH:4]=[CH:3][CH:2]=1.[OH-].[Na+].O1CCCC1.Cl. Given the product [C:1]1([C:7]2[O:11][N:10]=[C:9]([C:12]3[CH:13]=[C:14]([CH:19]=[CH:20][CH:21]=3)[C:15]([OH:17])=[O:16])[CH:8]=2)[CH:2]=[CH:3][CH:4]=[CH:5][CH:6]=1, predict the reactants needed to synthesize it. (2) Given the product [Br:1][C:2]1[CH:3]=[C:4]([NH:9][CH:11]([CH3:13])[CH3:10])[C:5]([Cl:8])=[N:6][CH:7]=1, predict the reactants needed to synthesize it. The reactants are: [Br:1][C:2]1[CH:3]=[C:4]([NH2:9])[C:5]([Cl:8])=[N:6][CH:7]=1.[CH3:10][C:11]([CH3:13])=O.FC(F)(F)C(O)=O.C(O[BH-](OC(=O)C)OC(=O)C)(=O)C.[Na+]. (3) Given the product [CH2:1]([C:3]([C:15]1[CH:20]=[CH:19][C:18]([OH:21])=[C:17]([CH3:22])[CH:16]=1)([C:6]1[CH:11]=[CH:10][C:9]([C:12]#[C:13][CH:25]([OH:26])[C:24]([CH3:31])([CH3:23])[CH2:27][CH2:28][CH2:29][CH3:30])=[C:8]([CH3:14])[CH:7]=1)[CH2:4][CH3:5])[CH3:2], predict the reactants needed to synthesize it. The reactants are: [CH2:1]([C:3]([C:15]1[CH:20]=[CH:19][C:18]([OH:21])=[C:17]([CH3:22])[CH:16]=1)([C:6]1[CH:11]=[CH:10][C:9]([C:12]#[CH:13])=[C:8]([CH3:14])[CH:7]=1)[CH2:4][CH3:5])[CH3:2].[CH3:23][C:24]([CH3:31])([CH2:27][CH2:28][CH2:29][CH3:30])[CH:25]=[O:26]. (4) Given the product [Cl:1][C:2]1[CH:3]=[C:4]([CH2:20][C:21]([OH:23])=[O:22])[CH:5]=[CH:6][C:7]=1[NH:8][C:9]([C:11]1[C:19]2[C:14](=[CH:15][CH:16]=[CH:17][CH:18]=2)[NH:13][CH:12]=1)=[O:10], predict the reactants needed to synthesize it. The reactants are: [Cl:1][C:2]1[CH:3]=[C:4]([CH2:20][C:21]([O:23]CC)=[O:22])[CH:5]=[CH:6][C:7]=1[NH:8][C:9]([C:11]1[C:19]2[C:14](=[CH:15][CH:16]=[CH:17][CH:18]=2)[NH:13][CH:12]=1)=[O:10].[OH-].[Na+].